The task is: Binary Classification. Given a drug SMILES string, predict its activity (active/inactive) in a high-throughput screening assay against a specified biological target.. This data is from M1 muscarinic receptor agonist screen with 61,833 compounds. (1) The molecule is S(=O)(=O)(N1CCOCC1)c1cc(ccc1)C(OCC(=O)Nc1cc2OCOc2cc1)=O. The result is 0 (inactive). (2) The drug is O(C1(C2(C(C3C(C4(C(CC3)=CC(=O)CC4)C)C(O)C2)CC1)C)C(=O)CO)C(=O)CCCC. The result is 0 (inactive). (3) The molecule is o1c(c(nc1c1cc(ccc1)C)CS(=O)CC(=O)NCCc1ccc(cc1)C)C. The result is 0 (inactive). (4) The molecule is Clc1c(c2noc(c2C(=O)Nc2cc(Cn3nccc3)ccc2)C)c(F)ccc1. The result is 0 (inactive).